From a dataset of Catalyst prediction with 721,799 reactions and 888 catalyst types from USPTO. Predict which catalyst facilitates the given reaction. (1) Reactant: [C:1]([N:4]1[C:13]2[C:8](=[CH:9][C:10]([C:14]([O:16]CC)=[O:15])=[CH:11][CH:12]=2)[C@H:7]([NH:19][C:20]2[N:25]=[C:24]([CH3:26])[CH:23]=[CH:22][N:21]=2)[C@@H:6]([CH3:27])[C@@H:5]1[CH:28]1[CH2:30][CH2:29]1)(=[O:3])[CH3:2].[OH-].[Li+].Cl.CO.C(Cl)Cl. Product: [C:1]([N:4]1[C:13]2[C:8](=[CH:9][C:10]([C:14]([OH:16])=[O:15])=[CH:11][CH:12]=2)[C@H:7]([NH:19][C:20]2[N:25]=[C:24]([CH3:26])[CH:23]=[CH:22][N:21]=2)[C@@H:6]([CH3:27])[C@@H:5]1[CH:28]1[CH2:29][CH2:30]1)(=[O:3])[CH3:2]. The catalyst class is: 30. (2) Reactant: [C:1]1([OH:7])[CH:6]=[CH:5][CH:4]=[CH:3][CH:2]=1.[CH2:8]1[O:10][C@@H:9]1[CH2:11]OS(C1C=C([N+]([O-])=O)C=CC=1)(=O)=O.C(=O)([O-])[O-].[K+].[K+]. Product: [O:7]([CH2:11][C@@H:9]1[CH2:8][O:10]1)[C:1]1[CH:6]=[CH:5][CH:4]=[CH:3][CH:2]=1. The catalyst class is: 21. (3) Reactant: [NH:1]1[CH2:6][CH2:5][CH:4]([CH2:7][CH2:8][OH:9])[CH2:3][CH2:2]1.[OH-].[Na+].Br[CH2:13][CH2:14][CH2:15][Cl:16]. Product: [Cl:16][CH2:15][CH2:14][CH2:13][N:1]1[CH2:6][CH2:5][CH:4]([CH2:7][CH2:8][OH:9])[CH2:3][CH2:2]1. The catalyst class is: 21. (4) Reactant: [CH2:1]([N:3]1[CH2:15][CH2:14][C:6]2[NH:7][C:8]3[CH:9]=[CH:10][CH:11]=[CH:12][C:13]=3[C:5]=2[CH2:4]1)[CH3:2].[CH2:16]=[CH:17][C:18]1[CH:23]=[CH:22][CH:21]=[CH:20][CH:19]=1.[H-].[Na+]. Product: [CH2:1]([N:3]1[CH2:15][CH2:14][C:6]2[N:7]([CH2:16][CH2:17][C:18]3[CH:23]=[CH:22][CH:21]=[CH:20][CH:19]=3)[C:8]3[CH:9]=[CH:10][CH:11]=[CH:12][C:13]=3[C:5]=2[CH2:4]1)[CH3:2]. The catalyst class is: 3.